Dataset: NCI-60 drug combinations with 297,098 pairs across 59 cell lines. Task: Regression. Given two drug SMILES strings and cell line genomic features, predict the synergy score measuring deviation from expected non-interaction effect. (1) Drug 1: CC=C1C(=O)NC(C(=O)OC2CC(=O)NC(C(=O)NC(CSSCCC=C2)C(=O)N1)C(C)C)C(C)C. Drug 2: CN(CC1=CN=C2C(=N1)C(=NC(=N2)N)N)C3=CC=C(C=C3)C(=O)NC(CCC(=O)O)C(=O)O. Cell line: SN12C. Synergy scores: CSS=21.2, Synergy_ZIP=-10.4, Synergy_Bliss=-7.10, Synergy_Loewe=-12.5, Synergy_HSA=-2.71. (2) Drug 1: CCCCCOC(=O)NC1=NC(=O)N(C=C1F)C2C(C(C(O2)C)O)O. Drug 2: C1=NNC2=C1C(=O)NC=N2. Cell line: ACHN. Synergy scores: CSS=-6.56, Synergy_ZIP=7.22, Synergy_Bliss=6.16, Synergy_Loewe=-7.37, Synergy_HSA=-5.71. (3) Drug 1: CC1=CC2C(CCC3(C2CCC3(C(=O)C)OC(=O)C)C)C4(C1=CC(=O)CC4)C. Drug 2: CCCS(=O)(=O)NC1=C(C(=C(C=C1)F)C(=O)C2=CNC3=C2C=C(C=N3)C4=CC=C(C=C4)Cl)F. Cell line: HOP-62. Synergy scores: CSS=-17.7, Synergy_ZIP=2.62, Synergy_Bliss=-5.41, Synergy_Loewe=-14.2, Synergy_HSA=-11.2. (4) Drug 1: CC1=CC2C(CCC3(C2CCC3(C(=O)C)OC(=O)C)C)C4(C1=CC(=O)CC4)C. Drug 2: CCC1(C2=C(COC1=O)C(=O)N3CC4=CC5=C(C=CC(=C5CN(C)C)O)N=C4C3=C2)O.Cl. Cell line: K-562. Synergy scores: CSS=25.6, Synergy_ZIP=-6.67, Synergy_Bliss=3.04, Synergy_Loewe=-14.6, Synergy_HSA=0.764.